Dataset: Merck oncology drug combination screen with 23,052 pairs across 39 cell lines. Task: Regression. Given two drug SMILES strings and cell line genomic features, predict the synergy score measuring deviation from expected non-interaction effect. (1) Drug 1: O=c1[nH]cc(F)c(=O)[nH]1. Drug 2: Cn1cc(-c2cnn3c(N)c(Br)c(C4CCCNC4)nc23)cn1. Cell line: SW620. Synergy scores: synergy=4.95. (2) Drug 1: CCC1=CC2CN(C1)Cc1c([nH]c3ccccc13)C(C(=O)OC)(c1cc3c(cc1OC)N(C)C1C(O)(C(=O)OC)C(OC(C)=O)C4(CC)C=CCN5CCC31C54)C2. Drug 2: COC1=C2CC(C)CC(OC)C(O)C(C)C=C(C)C(OC(N)=O)C(OC)C=CC=C(C)C(=O)NC(=CC1=O)C2=O. Cell line: HCT116. Synergy scores: synergy=-12.5.